Dataset: Full USPTO retrosynthesis dataset with 1.9M reactions from patents (1976-2016). Task: Predict the reactants needed to synthesize the given product. (1) Given the product [NH2:1][C:2]1[CH:7]=[CH:6][CH:5]=[CH:4][C:3]=1[C:8]1[O:12][C:11]([C:13]2[CH:23]=[CH:22][C:16]([C:17]([OH:19])=[O:18])=[CH:15][CH:14]=2)=[N:10][N:9]=1, predict the reactants needed to synthesize it. The reactants are: [NH2:1][C:2]1[CH:7]=[CH:6][CH:5]=[CH:4][C:3]=1[C:8]1[O:12][C:11]([C:13]2[CH:23]=[CH:22][C:16]([C:17]([O:19]CC)=[O:18])=[CH:15][CH:14]=2)=[N:10][N:9]=1.[OH-].[Na+].Cl. (2) Given the product [CH2:21]([C:18]1[CH:17]=[CH:16][C:15]([CH2:14][N:11]2[CH2:10][CH2:9][C:8]([C:31]([OH:33])=[O:32])([C:6]([OH:7])=[O:5])[CH2:13][CH2:12]2)=[CH:20][CH:19]=1)[CH2:22][CH2:23][CH2:24][CH2:25][CH2:26][CH2:27][CH2:28][CH2:29][CH3:30], predict the reactants needed to synthesize it. The reactants are: [OH-].[Na+].C([O:5][C:6]([C:8]1([C:31]([O:33]CC)=[O:32])[CH2:13][CH2:12][N:11]([CH2:14][C:15]2[CH:20]=[CH:19][C:18]([CH2:21][CH2:22][CH2:23][CH2:24][CH2:25][CH2:26][CH2:27][CH2:28][CH2:29][CH3:30])=[CH:17][CH:16]=2)[CH2:10][CH2:9]1)=[O:7])C.